This data is from Drug-target binding data from BindingDB using Ki measurements. The task is: Regression. Given a target protein amino acid sequence and a drug SMILES string, predict the binding affinity score between them. We predict pKi (pKi = -log10(Ki in M); higher means stronger inhibition). Dataset: bindingdb_ki. (1) The compound is CCCCCCCC(=O)OC[C@H](COP(=O)(O)O)OC(=O)CCCCCCC. The target protein (Q9UBY5) has sequence MNECHYDKHMDFFYNRSNTDTVDDWTGTKLVIVLCVGTFFCLFIFFSNSLVIAAVIKNRKFHFPFYYLLANLAAADFFAGIAYVFLMFNTGPVSKTLTVNRWFLRQGLLDSSLTASLTNLLVIAVERHMSIMRMRVHSNLTKKRVTLLILLVWAIAIFMGAVPTLGWNCLCNISACSSLAPIYSRSYLVFWTVSNLMAFLIMVVVYLRIYVYVKRKTNVLSPHTSGSISRRRTPMKLMKTVMTVLGAFVVCWTPGLVVLLLDGLNCRQCGVQHVKRWFLLLALLNSVVNPIIYSYKDEDMYGTMKKMICCFSQENPERRPSRIPSTVLSRSDTGSQYIEDSISQGAVCNKSTS. The pKi is 7.4. (2) The compound is NNC(=O)c1[nH]c2ccc(S(N)(=O)=O)cc2c1-c1ccc(F)cc1. The target protein sequence is MAAAQRQSPIDIVPQHVCCDTDVCKADALNIDYKSGDCCDVLVSEGGFLVNVKRNCGTFLTANHLPSSKFALAQFHAHWGSNSKEGSEHFLDGKQLSGEVHFVFWNTSYESFNVALSKPDGLAVVGVFLKEGKYNDNYHGLIDTVRKATGNATPIAMPKDFHIEHLLPSPDKREFVTYLGSLTTPPYNECVIWTLFTEPVEVSFGQLNVLRNIIPANHRACQDRCDREIRSSFNF. The pKi is 8.2. (3) The small molecule is Nc1c(C(=O)c2ccccc2C(F)(F)F)sc2[nH]c(=O)c(C(=O)O)cc12. The target protein (P09936) has sequence MQLKPMEINPEMLNKVLSRLGVAGQWRFVDVLGLEEESLGSVPAPACALLLLFPLTAQHENFRKKQIEELKGQEVSPKVYFMKQTIGNSCGTIGLIHAVANNQDKLGFEDGSVLKQFLSETEKMSPEDRAKCFEKNEAIQAAHDAVAQEGQCRVDDKVNFHFILFNNVDGHLYELDGRMPFPVNHGASSEDTLLKDAAKVCREFTEREQGEVRFSAVALCKAA. The pKi is 4.5. (4) The small molecule is N[C@@H](CCC(=O)NC(CSCc1ccccc1Cl)C(=O)NCC(=O)O)C(=O)O. The target protein (Q04760) has sequence MAEPQPPSGGLTDEAALSCCSDADPSTKDFLLQQTMLRVKDPKKSLDFYTRVLGMTLIQKCDFPIMKFSLYFLAYEDKNDIPKEKDEKIAWALSRKATLELTHNWGTEDDETQSYHNGNSDPRGFGHIGIAVPDVYSACKRFEELGVKFVKKPDDGKMKGLAFIQDPDGYWIEILNPNKMATLM. The pKi is 4.2. (5) The small molecule is NS(=O)(=O)c1ccc(-c2ccccc2)cc1. The target protein sequence is MSHHWGYGKHNGPEHWHKDFPIAKGERQSPVDIDTHTAKYDPSLKPLSVSYDQATSLRILNNGHSFQVTFDDSQDKAVLKGGPLDGTYRLLQFHFHWGSLDGQGSEHTVDKKKYAAELHLVHWNTKYGDVGKAVQQPDGLAVLGIFLKVGSAKPGLQKVVDVLDSIKTEGKSADFTNFDPRGLLPESLDYWTYPGSLTTPPLAECVTWIVLKEPISVSSEQVLKFRKLNFNGEGEPEELMVDNWRPAQPLKNRQIKASFK. The pKi is 9.5. (6) The compound is CN[C@@H]1CC[C@@H](c2ccc(Cl)c(Cl)c2)c2ccccc21. The target is MLLARMKPQVQPELGGADQ. The pKi is 5.9. (7) The small molecule is CC(=O)N[C@@H](CC(C)C)[C@@H]1N[C@@H](C(=O)O)C[C@H]1c1cnc[nH]1. The target protein (P06820) has sequence MNPNQKIITIGSVSLTIATVCFLMQIAILVTTVTLHFKQHECDSPASNQVMPCEPIIIERNITEIVYLNNTTIEKEICPKVVEYRNWSKPQCQITGFAPFSKDNSIRLSAGGDIWVTREPYVSCDPVKCYQFALGQGTTLDNKHSNDTVHDRIPHRTLLMNELGVPFHLGTRQVCIAWSSSSCHDGKAWLHVCITGDDKNATASFIYDGRLVDSIGSWSQNILRTQESECVCINGTCTVVMTDGSASGRADTRILFIEEGKIVHISPLAGSAQHVEECSCYPRYPGVRCICRDNWKGSNRPVVDINMEDYSIDSSYVCSGLVGDTPRNDDRSSNSNCRNPNNERGTQGVKGWAFDNGNDLWMGRTISKDLRSGYETFKVIGGWSTPNSKSQINRQVIVDSDNRSGYSGIFSVEGKSCINRCFYVELIRGRKQETRVWWTSNSIVVFCGTSGTYGTGSWPDGANINFMPI. The pKi is 6.2. (8) The small molecule is COC[C@]12Cc3ccc(O)cc3[C@](C)(CCCN1C)C2. The target protein (P79350) has sequence MDSGAVPTNASNCTDPFTHPSSCSPAPSPSSWVNFSHLEGNLSDPCGPNRTELGGSDRLCPSAGSPSMITAIIIMALYSIVCVVGLFGNFLVMYVIVRYTKMKTATNIYIFNLALADALATSTLPFQSVNYLMGTWPFGTILCKIVISIDYYNMFTSIFTLCTMSVDRYIAVCHPVKALDLRTPRNAKIINICNWILSSAIGLPVMFMATTKYRQGSIDCTLTFSHPTWYWENLLKICVFIFAFIMPILIITVCYGLMILRLKSVRMLSGSKEKDRNLRRITRMVLVVVAVFIVCWTPIHIYVIIKALITIPETTFQTVSWHFCIALGYTNSCLNPVLYAFLDENFKRCFREFCIPTSSTIEQQNSTRIRQNTRDHPSTANTVDRTNHQLENLEAETTPLP. The pKi is 7.0. (9) The compound is Cc1nc(-c2c(F)cc(Cl)cc2-c2cnc3c(c2)CCC3NC(=O)C2(NC(=O)OC(C)(C)C)CC2)no1. The target protein (P01042) has sequence MKLITILFLCSRLLLSLTQESQSEEIDCNDKDLFKAVDAALKKYNSQNQSNNQFVLYRITEATKTVGSDTFYSFKYEIKEGDCPVQSGKTWQDCEYKDAAKAATGECTATVGKRSSTKFSVATQTCQITPAEGPVVTAQYDCLGCVHPISTQSPDLEPILRHGIQYFNNNTQHSSLFMLNEVKRAQRQVVAGLNFRITYSIVQTNCSKENFLFLTPDCKSLWNGDTGECTDNAYIDIQLRIASFSQNCDIYPGKDFVQPPTKICVGCPRDIPTNSPELEETLTHTITKLNAENNATFYFKIDNVKKARVQVVAGKKYFIDFVARETTCSKESNEELTESCETKKLGQSLDCNAEVYVVPWEKKIYPTVNCQPLGMISLMKRPPGFSPFRSSRIGEIKEETTVSPPHTSMAPAQDEERDSGKEQGHTRRHDWGHEKQRKHNLGHGHKHERDQGHGHQRGHGLGHGHEQQHGLGHGHKFKLDDDLEHQGGHVLDHGHKHKHG.... The pKi is 6.4. (10) The compound is CC(C)(C)NC(=O)[C@@H]1CN(Cc2cccnc2)CCN1C[C@@H](O)C[C@@H](Cc1ccccc1)C(=O)N[C@H]1c2ccccc2C[C@H]1O. The target protein sequence is PQITLWKRPLVTIKIGGQLKEALLDTGADDTVIEEMSLPGRWKPKMIGGIGGFIKVRQYDQIIIEIAGHKAIGTVLVGPTPVNIIGRNLMTQIGATLNF. The pKi is 9.1.